This data is from Forward reaction prediction with 1.9M reactions from USPTO patents (1976-2016). The task is: Predict the product of the given reaction. (1) Given the reactants [CH3:1][O:2][CH2:3][C:4]([NH2:6])=[O:5].C(Cl)(=O)[C:8](Cl)=[O:9].[CH3:13][N:14]1[CH:18]=[C:17]([C:19]2[CH:24]=[C:23]([O:25][C:26]3[CH:27]=[CH:28][C:29]([NH2:32])=[N:30][CH:31]=3)[CH:22]=[CH:21][N:20]=2)[CH:16]=[N:15]1.N1C=CC=CC=1, predict the reaction product. The product is: [CH3:1][O:2][CH2:3][C:4]([NH:6][C:8](=[O:9])[NH:32][C:29]1[CH:28]=[CH:27][C:26]([O:25][C:23]2[CH:22]=[CH:21][N:20]=[C:19]([C:17]3[CH:16]=[N:15][N:14]([CH3:13])[CH:18]=3)[CH:24]=2)=[CH:31][N:30]=1)=[O:5]. (2) The product is: [Br:6][C:7]1[CH:12]=[C:11]([N+:13]([O-:15])=[O:14])[CH:10]=[C:9]([Br:16])[C:8]=1[I:25]. Given the reactants CN(C)C=O.[Br:6][C:7]1[CH:12]=[C:11]([N+:13]([O-:15])=[O:14])[CH:10]=[C:9]([Br:16])[C:8]=1OS(C(F)(F)F)(=O)=O.[I-:25].[Na+], predict the reaction product. (3) The product is: [CH3:34][O:35][C:36](=[O:46])[C:37]1[CH:42]=[CH:41][C:40]([C:43]([NH:23][C:19]2[C:20]([CH3:22])=[N:21][C:16]([O:15][CH2:14][C:13]3[C:9]([C:3]4[C:4]([Cl:8])=[CH:5][CH:6]=[CH:7][C:2]=4[Cl:1])=[N:10][O:11][C:12]=3[CH:24]([CH3:26])[CH3:25])=[CH:17][CH:18]=2)=[O:44])=[CH:39][CH:38]=1. Given the reactants [Cl:1][C:2]1[CH:7]=[CH:6][CH:5]=[C:4]([Cl:8])[C:3]=1[C:9]1[C:13]([CH2:14][O:15][C:16]2[N:21]=[C:20]([CH3:22])[C:19]([NH2:23])=[CH:18][CH:17]=2)=[C:12]([CH:24]([CH3:26])[CH3:25])[O:11][N:10]=1.C(N(CC)CC)C.[CH3:34][O:35][C:36](=[O:46])[C:37]1[CH:42]=[CH:41][C:40]([C:43](Cl)=[O:44])=[CH:39][CH:38]=1, predict the reaction product. (4) Given the reactants C[O:2][C:3](=[O:41])[CH2:4][C@H:5]1[C:9]2[CH:10]=[CH:11][C:12]([O:14][C@H:15]3[C:23]4[C:18](=[C:19]([O:25][C:26]5[CH:31]=[CH:30][C:29]([O:32][CH2:33][CH2:34][C:35]([OH:38])([CH3:37])[CH3:36])=[CH:28][C:27]=5[C:39]#[N:40])[CH:20]=[CH:21][C:22]=4[F:24])[CH2:17][CH2:16]3)=[CH:13][C:8]=2[O:7][CH2:6]1.[OH-].[K+], predict the reaction product. The product is: [C:39]([C:27]1[CH:28]=[C:29]([O:32][CH2:33][CH2:34][C:35]([OH:38])([CH3:36])[CH3:37])[CH:30]=[CH:31][C:26]=1[O:25][C:19]1[CH:20]=[CH:21][C:22]([F:24])=[C:23]2[C:18]=1[CH2:17][CH2:16][C@H:15]2[O:14][C:12]1[CH:11]=[CH:10][C:9]2[C@H:5]([CH2:4][C:3]([OH:41])=[O:2])[CH2:6][O:7][C:8]=2[CH:13]=1)#[N:40]. (5) Given the reactants [CH2:1]([N:8]1[CH2:17][CH2:16][C:15]2[C:14](Cl)=[N:13][CH:12]=[N:11][C:10]=2[CH2:9]1)[C:2]1[CH:7]=[CH:6][CH:5]=[CH:4][CH:3]=1.[N:19]1([C:26]2[CH:32]=[CH:31][C:29]([NH2:30])=[CH:28][CH:27]=2)[CH2:25][CH2:24][CH2:23][CH2:22][CH2:21][CH2:20]1.N1C=CC=CC=1, predict the reaction product. The product is: [CH2:1]([N:8]1[CH2:17][CH2:16][C:15]2[C:14]([NH:30][C:29]3[CH:28]=[CH:27][C:26]([N:19]4[CH2:25][CH2:24][CH2:23][CH2:22][CH2:21][CH2:20]4)=[CH:32][CH:31]=3)=[N:13][CH:12]=[N:11][C:10]=2[CH2:9]1)[C:2]1[CH:7]=[CH:6][CH:5]=[CH:4][CH:3]=1. (6) Given the reactants [CH3:1][N:2]([CH3:12])[C:3]1[N:8]=[CH:7][C:6]2[CH:9]=[CH:10][NH:11][C:5]=2[CH:4]=1.[C:13]([O:17][C:18]([N:20]1[CH2:25][CH2:24][C:23](=O)[CH2:22][CH2:21]1)=[O:19])([CH3:16])([CH3:15])[CH3:14].[OH-].[K+], predict the reaction product. The product is: [C:13]([O:17][C:18]([N:20]1[CH2:21][CH:22]=[C:23]([C:9]2[C:6]3[CH:7]=[N:8][C:3]([N:2]([CH3:12])[CH3:1])=[CH:4][C:5]=3[NH:11][CH:10]=2)[CH2:24][CH2:25]1)=[O:19])([CH3:16])([CH3:14])[CH3:15]. (7) Given the reactants [C:1]([C:5]1[CH:6]=[C:7]([C:12](=[O:14])[CH3:13])[CH:8]=[C:9]([OH:11])[CH:10]=1)([CH3:4])([CH3:3])[CH3:2].Br[CH2:16][CH2:17][F:18].[H-].[Na+].O, predict the reaction product. The product is: [C:1]([C:5]1[CH:6]=[C:7]([C:12](=[O:14])[CH3:13])[CH:8]=[C:9]([O:11][CH2:16][CH2:17][F:18])[CH:10]=1)([CH3:4])([CH3:2])[CH3:3]. (8) Given the reactants [Br:1][C:2]1[CH:3]=[CH:4][C:5]([F:19])=[C:6]([C@@:8]2([CH:16]([F:18])[F:17])[C@H:14]3[C@H:12]([CH2:13]3)[O:11][C:10]([NH2:15])=[N:9]2)[CH:7]=1.[C:20](O[C:20](=[O:27])[C:21]1[CH:26]=[CH:25][CH:24]=[CH:23][CH:22]=1)(=[O:27])[C:21]1[CH:26]=[CH:25][CH:24]=[CH:23][CH:22]=1, predict the reaction product. The product is: [Br:1][C:2]1[CH:3]=[CH:4][C:5]([F:19])=[C:6]([C@@:8]2([CH:16]([F:17])[F:18])[C@H:14]3[C@H:12]([CH2:13]3)[O:11][C:10]([NH:15][C:20](=[O:27])[C:21]3[CH:26]=[CH:25][CH:24]=[CH:23][CH:22]=3)=[N:9]2)[CH:7]=1. (9) Given the reactants C([O:3][P:4]([CH2:9][C:10]1[CH:15]=[C:14]([CH2:16][C:17]2[CH:22]=[CH:21][C:20]([CH2:23][CH3:24])=[CH:19][CH:18]=2)[CH:13]=[CH:12][C:11]=1[F:25])(=[O:8])[O:5]CC)C.Br[Si](C)(C)C.CO, predict the reaction product. The product is: [CH2:23]([C:20]1[CH:19]=[CH:18][C:17]([CH2:16][C:14]2[CH:13]=[CH:12][C:11]([F:25])=[C:10]([CH:15]=2)[CH2:9][P:4](=[O:3])([OH:8])[OH:5])=[CH:22][CH:21]=1)[CH3:24]. (10) Given the reactants [C:1]([O:5][C:6]([N:8]1[CH2:13][CH2:12][N:11]([C:14]2[CH:22]=[CH:21][CH:20]=[C:19]3[C:15]=2[C:16]([Br:23])=[CH:17][NH:18]3)[CH2:10][CH2:9]1)=[O:7])([CH3:4])([CH3:3])[CH3:2].CC(C)([O-])C.[Na+].[C:30]1([S:36](Cl)(=[O:38])=[O:37])[CH:35]=[CH:34][CH:33]=[CH:32][CH:31]=1, predict the reaction product. The product is: [C:1]([O:5][C:6]([N:8]1[CH2:9][CH2:10][N:11]([C:14]2[CH:22]=[CH:21][CH:20]=[C:19]3[C:15]=2[C:16]([Br:23])=[CH:17][N:18]3[S:36]([C:30]2[CH:35]=[CH:34][CH:33]=[CH:32][CH:31]=2)(=[O:38])=[O:37])[CH2:12][CH2:13]1)=[O:7])([CH3:4])([CH3:2])[CH3:3].